From a dataset of hERG Central: cardiac toxicity at 1µM, 10µM, and general inhibition. Predict hERG channel inhibition at various concentrations. (1) The drug is CCN(Cc1ccccc1)C1CCN(Cc2ccc(SC)cc2)CC1.O=C(O)C(=O)O. Results: hERG_inhib (hERG inhibition (general)): blocker. (2) The drug is N=c1c(C(=O)NCC2CCCO2)cc2c(=O)n3ccccc3nc2n1C1CCCCC1. Results: hERG_inhib (hERG inhibition (general)): blocker.